From a dataset of CYP2C19 inhibition data for predicting drug metabolism from PubChem BioAssay. Regression/Classification. Given a drug SMILES string, predict its absorption, distribution, metabolism, or excretion properties. Task type varies by dataset: regression for continuous measurements (e.g., permeability, clearance, half-life) or binary classification for categorical outcomes (e.g., BBB penetration, CYP inhibition). Dataset: cyp2c19_veith. (1) The molecule is CSc1ccc(CNc2ccc(Cl)cc2)cc1. The result is 1 (inhibitor). (2) The compound is O=c1[nH]ncn2cccc12. The result is 0 (non-inhibitor). (3) The drug is CCCCCCCCCCCC1=C(O)C(=O)C=C(O)C1=O. The result is 0 (non-inhibitor). (4) The compound is C/C(=N\Nc1nc(N)cc(Cl)n1)c1cccc([N+](=O)[O-])c1. The result is 0 (non-inhibitor). (5) The compound is CCC(=O)OCC(=O)[C@@]1(OC(=O)CC)[C@H](C)C[C@@H]2[C@H]3[C@@H](Cl)CC4=CC(=O)C=C[C@@]4(C)[C@H]3[C@@H](O)C[C@@]21C. The result is 0 (non-inhibitor). (6) The molecule is COc1ccc(CNC(=O)c2csc(Cc3ccc(Cl)cc3)n2)cc1. The result is 1 (inhibitor). (7) The compound is O=C(O)c1cc2ccccc2c(Cc2c(O)c(C(=O)O)cc3ccccc23)c1O. The result is 0 (non-inhibitor). (8) The compound is COCCCNC(=O)c1ccc2c(=O)n(CC3CCCO3)c(=S)[nH]c2c1. The result is 0 (non-inhibitor).